This data is from Catalyst prediction with 721,799 reactions and 888 catalyst types from USPTO. The task is: Predict which catalyst facilitates the given reaction. (1) Reactant: [F:1][C:2]([F:28])([F:27])[C:3]1[CH:8]=[CH:7][C:6]([C:9]2[C:10]3[CH2:17][CH2:16][CH:15]([O:18][CH2:19][C:20]([O:22][C:23](C)(C)C)=[O:21])[C:11]=3[CH:12]=[N:13][CH:14]=2)=[CH:5][CH:4]=1.Cl.O1CCOCC1. Product: [F:27][C:2]([F:1])([F:28])[C:3]1[CH:4]=[CH:5][C:6]([C:9]2[C:10]3[CH2:17][CH2:16][CH:15]([O:18][CH2:19][C:20]([O:22][CH3:23])=[O:21])[C:11]=3[CH:12]=[N:13][CH:14]=2)=[CH:7][CH:8]=1. The catalyst class is: 5. (2) Reactant: [F:1][C:2]1[CH:7]=[CH:6][C:5]([CH2:8][OH:9])=[CH:4][CH:3]=1.[OH-].[Na+].[C:12]([O:16][C:17](=[O:20])[CH2:18]Br)([CH3:15])([CH3:14])[CH3:13]. Product: [C:12]([O:16][C:17](=[O:20])[CH2:18][O:9][CH2:8][C:5]1[CH:6]=[CH:7][C:2]([F:1])=[CH:3][CH:4]=1)([CH3:15])([CH3:14])[CH3:13]. The catalyst class is: 11. (3) The catalyst class is: 1. Reactant: [Cl:1][C:2]1[C:10]2[O:9][CH:8](/[CH:11]=[CH:12]/[C:13]([O:15]CC)=[O:14])[CH2:7][C:6]=2[C:5]([C:18]2[CH:23]=[CH:22][C:21]([C:24]([N:26]3[CH2:29][CH:28]([F:30])[CH2:27]3)=[O:25])=[CH:20][CH:19]=2)=[CH:4][CH:3]=1.[Li+].[OH-].O.Cl. Product: [Cl:1][C:2]1[C:10]2[O:9][CH:8](/[CH:11]=[CH:12]/[C:13]([OH:15])=[O:14])[CH2:7][C:6]=2[C:5]([C:18]2[CH:23]=[CH:22][C:21]([C:24]([N:26]3[CH2:29][CH:28]([F:30])[CH2:27]3)=[O:25])=[CH:20][CH:19]=2)=[CH:4][CH:3]=1. (4) Reactant: [C:1]1([P:7]([C:14]2[CH:19]=[CH:18][CH:17]=[CH:16][CH:15]=2)[C:8]2[CH:13]=[CH:12][CH:11]=[CH:10][CH:9]=2)[CH:6]=[CH:5][CH:4]=[CH:3][CH:2]=1.[Br:20][CH2:21][C:22]1[C:27]([N+:28]([O-:30])=[O:29])=[CH:26][CH:25]=[CH:24][C:23]=1[F:31]. Product: [Br-:20].[F:31][C:23]1[CH:24]=[CH:25][CH:26]=[C:27]([N+:28]([O-:30])=[O:29])[C:22]=1[CH2:21][P+:7]([C:1]1[CH:2]=[CH:3][CH:4]=[CH:5][CH:6]=1)([C:8]1[CH:13]=[CH:12][CH:11]=[CH:10][CH:9]=1)[C:14]1[CH:15]=[CH:16][CH:17]=[CH:18][CH:19]=1. The catalyst class is: 10. (5) Reactant: [Cl:1][C:2]1[CH:7]=[CH:6][C:5]([C:8]2[C:12](=[O:13])[NH:11][C:10]3([CH2:18][CH2:17][CH2:16][N:15]([C:19]([O:21][C:22]([CH3:25])([CH3:24])[CH3:23])=[O:20])[CH2:14]3)[N:9]=2)=[CH:4][CH:3]=1.Cl[CH2:27][C:28]([NH:30][C:31]1[CH:36]=[CH:35][C:34]([F:37])=[C:33]([F:38])[CH:32]=1)=[O:29].C(=O)([O-])[O-].[K+].[K+]. Product: [Cl:1][C:2]1[CH:7]=[CH:6][C:5]([C:8]2[C:12](=[O:13])[N:11]([CH2:27][C:28]([NH:30][C:31]3[CH:36]=[CH:35][C:34]([F:37])=[C:33]([F:38])[CH:32]=3)=[O:29])[C:10]3([CH2:18][CH2:17][CH2:16][N:15]([C:19]([O:21][C:22]([CH3:25])([CH3:24])[CH3:23])=[O:20])[CH2:14]3)[N:9]=2)=[CH:4][CH:3]=1. The catalyst class is: 3. (6) Reactant: [CH3:1][S:2]([CH2:5][C:6]1[CH:11]=[C:10]([NH:12]C(=O)C(F)(F)F)[CH:9]=[CH:8][C:7]=1[S:19](Cl)(=[O:21])=[O:20])(=[O:4])=[O:3].[NH2:23][C:24]1[CH:25]=[CH:26][C:27]2[CH2:31][O:30][B:29]([OH:32])[C:28]=2[CH:33]=1.N1C=CC=CC=1. Product: [NH2:12][C:10]1[CH:9]=[CH:8][C:7]([S:19]([NH:23][C:24]2[CH:25]=[CH:26][C:27]3[CH2:31][O:30][B:29]([OH:32])[C:28]=3[CH:33]=2)(=[O:20])=[O:21])=[C:6]([CH2:5][S:2]([CH3:1])(=[O:3])=[O:4])[CH:11]=1. The catalyst class is: 10.